Predict the product of the given reaction. From a dataset of Forward reaction prediction with 1.9M reactions from USPTO patents (1976-2016). Given the reactants Cl[C:2]1[C:11]2[C:6](=[CH:7][CH:8]=[CH:9][CH:10]=2)[C:5]([CH2:12][CH2:13][C:14]2[CH:15]=[N:16][CH:17]=[CH:18][CH:19]=2)=[CH:4][N:3]=1.[Cl:20][C:21]1[CH:27]=[CH:26][C:24]([NH2:25])=[CH:23][CH:22]=1.Cl.O1CCOCC1, predict the reaction product. The product is: [Cl:20][C:21]1[CH:27]=[CH:26][C:24]([NH:25][C:2]2[C:11]3[C:6](=[CH:7][CH:8]=[CH:9][CH:10]=3)[C:5]([CH2:12][CH2:13][C:14]3[CH:15]=[N:16][CH:17]=[CH:18][CH:19]=3)=[CH:4][N:3]=2)=[CH:23][CH:22]=1.